From a dataset of Forward reaction prediction with 1.9M reactions from USPTO patents (1976-2016). Predict the product of the given reaction. (1) Given the reactants [C:1]([O:5][C:6](=[O:16])[N:7]([C@H:9]1[CH2:14][CH2:13][C@H:12]([OH:15])[CH2:11][CH2:10]1)[CH3:8])([CH3:4])([CH3:3])[CH3:2].[Br:17][CH2:18][CH2:19][CH2:20][CH2:21]Br, predict the reaction product. The product is: [C:1]([O:5][C:6](=[O:16])[N:7]([C@H:9]1[CH2:10][CH2:11][C@H:12]([O:15][CH2:21][CH2:20][CH2:19][CH2:18][Br:17])[CH2:13][CH2:14]1)[CH3:8])([CH3:4])([CH3:2])[CH3:3]. (2) Given the reactants C(=O)(O)[O-].[Na+].[OH:6][C:7]([C:14]([F:17])([F:16])[F:15])([CH2:12][CH3:13])[C:8]([NH:10][NH2:11])=[O:9].[N:18]#[C:19]Br, predict the reaction product. The product is: [NH2:18][C:19]1[O:9][C:8]([C:7]([OH:6])([CH2:12][CH3:13])[C:14]([F:15])([F:16])[F:17])=[N:10][N:11]=1. (3) Given the reactants Br[C:2]1[N:7]=[C:6]([N:8]2[C:16]3[CH:15]=[C:14]([C:17]4[CH:22]=[N:21][CH:20]=[C:19]([CH3:23])[N:18]=4)[N:13]=[CH:12][C:11]=3[CH:10]=[N:9]2)[CH:5]=[CH:4][CH:3]=1.[O:24]=[C:25]1[CH2:30][CH2:29][N:28]([C:31]([O:33][C:34]([CH3:37])([CH3:36])[CH3:35])=[O:32])[CH2:27][CH2:26]1.CC(C)([O-])C.[Na+].O1CCCC1.C(P(C(C)(C)C)C(C)(C)C)(C)(C)C, predict the reaction product. The product is: [CH3:23][C:19]1[N:18]=[C:17]([C:14]2[N:13]=[CH:12][C:11]3[CH:10]=[N:9][N:8]([C:6]4[N:7]=[C:2]([CH:30]5[C:25](=[O:24])[CH2:26][CH2:27][N:28]([C:31]([O:33][C:34]([CH3:37])([CH3:36])[CH3:35])=[O:32])[CH2:29]5)[CH:3]=[CH:4][CH:5]=4)[C:16]=3[CH:15]=2)[CH:22]=[N:21][CH:20]=1.